From a dataset of Catalyst prediction with 721,799 reactions and 888 catalyst types from USPTO. Predict which catalyst facilitates the given reaction. (1) Reactant: [Cl:1][C:2]1[N:7]=[C:6]([NH:8][CH:9]([CH3:11])[CH3:10])[C:5]([NH2:12])=[CH:4][N:3]=1.[C:13]([O-])(O)=[O:14].[Na+].O.ClC(OC1C=CC=CC=1)=O. Product: [Cl:1][C:2]1[N:7]=[C:6]2[C:5]([NH:12][C:13](=[O:14])[N:8]2[CH:9]([CH3:10])[CH3:11])=[CH:4][N:3]=1. The catalyst class is: 25. (2) Reactant: [O:1]=[C:2]1[C:11]([C:12]([OH:14])=O)=[CH:10][C:9]2[C:4](=[CH:5][CH:6]=[CH:7][CH:8]=2)[NH:3]1.CN1CCOCC1.C(Cl)(=O)OCC(C)C.[CH2:30]([NH:36][CH2:37][CH2:38][CH2:39][CH2:40][CH2:41][CH3:42])[CH2:31][CH2:32][CH2:33][CH2:34][CH3:35]. Product: [CH2:37]([N:36]([CH2:30][CH2:31][CH2:32][CH2:33][CH2:34][CH3:35])[C:12]([C:11]1[C:2](=[O:1])[NH:3][C:4]2[C:9]([CH:10]=1)=[CH:8][CH:7]=[CH:6][CH:5]=2)=[O:14])[CH2:38][CH2:39][CH2:40][CH2:41][CH3:42]. The catalyst class is: 213. (3) Reactant: C([O:7][CH2:8][C@@H:9]([O:44][C:45]([CH3:48])([CH3:47])[CH3:46])[C:10]1[C:35]([CH3:36])=[CH:34][C:13]2[N:14]=[C:15]([N:17]3[CH2:22][CH2:21][CH2:20][N:19]([C:23]4[CH:24]=[C:25]5[C:29](=[CH:30][CH:31]=4)[N:28]([CH3:32])[N:27]=[CH:26]5)[C:18]3=[O:33])[S:16][C:12]=2[C:11]=1[C:37]1[CH:42]=[CH:41][C:40]([Cl:43])=[CH:39][CH:38]=1)(=O)C(C)(C)C.[OH-].[Na+]. Product: [C:45]([O:44][C@@H:9]([C:10]1[C:35]([CH3:36])=[CH:34][C:13]2[N:14]=[C:15]([N:17]3[CH2:22][CH2:21][CH2:20][N:19]([C:23]4[CH:24]=[C:25]5[C:29](=[CH:30][CH:31]=4)[N:28]([CH3:32])[N:27]=[CH:26]5)[C:18]3=[O:33])[S:16][C:12]=2[C:11]=1[C:37]1[CH:38]=[CH:39][C:40]([Cl:43])=[CH:41][CH:42]=1)[CH2:8][OH:7])([CH3:48])([CH3:46])[CH3:47]. The catalyst class is: 87. (4) Reactant: [Cl:1][C:2]1[CH:3]=[C:4](/[CH:8]=[CH:9]/[C:10]([N:12]2[CH2:18][CH2:17][C:16](=[O:19])[N:15]([CH2:20][CH:21](OCC)[O:22]CC)[CH2:14][CH2:13]2)=[O:11])[CH:5]=[CH:6][CH:7]=1.C(O)=O.O. Product: [Cl:1][C:2]1[CH:3]=[C:4](/[CH:8]=[CH:9]/[C:10]([N:12]2[CH2:18][CH2:17][C:16](=[O:19])[N:15]([CH2:20][CH:21]=[O:22])[CH2:14][CH2:13]2)=[O:11])[CH:5]=[CH:6][CH:7]=1. The catalyst class is: 11. (5) Reactant: FC1C=C(F)C=CC=1C(Cl)=O.[F:12][C:13]1[CH:18]=[C:17]([F:19])[CH:16]=[CH:15][C:14]=1[C:20]([N:22]=[C:23]=[S:24])=[O:21].[CH3:25][O:26][C:27]1[CH:28]=[C:29]2[C:34](=[CH:35][C:36]=1[O:37][CH3:38])[N:33]=[CH:32][CH:31]=[C:30]2[O:39][C:40]1[CH:46]=[CH:45][C:43]([NH2:44])=[C:42]([CH3:47])[C:41]=1[CH3:48].C1(C)C=CC=CC=1. Product: [F:12][C:13]1[CH:18]=[C:17]([F:19])[CH:16]=[CH:15][C:14]=1[C:20]([N:22]=[C:23]=[S:24])=[O:21].[F:12][C:13]1[CH:18]=[C:17]([F:19])[CH:16]=[CH:15][C:14]=1[C:20]([NH:22][C:23]([NH:44][C:43]1[CH:45]=[CH:46][C:40]([O:39][C:30]2[C:29]3[C:34](=[CH:35][C:36]([O:37][CH3:38])=[C:27]([O:26][CH3:25])[CH:28]=3)[N:33]=[CH:32][CH:31]=2)=[C:41]([CH3:48])[C:42]=1[CH3:47])=[S:24])=[O:21]. The catalyst class is: 8.